From a dataset of Reaction yield outcomes from USPTO patents with 853,638 reactions. Predict the reaction yield, written as a fraction of the theoretical maximum amount of product (1.0 means a 100% yield; for example, 0.34 means a 34% yield). (1) The reactants are [H-].[Na+].[C:3]([CH2:5][C:6]([O:8][CH2:9][CH3:10])=[O:7])#[N:4].[Br:11][C:12]1[CH:13]=[N:14][C:15](Br)=[N:16][CH:17]=1. The catalyst is O1CCCC1. The product is [Br:11][C:12]1[CH:13]=[N:14][C:15]([CH:5]([C:3]#[N:4])[C:6]([O:8][CH2:9][CH3:10])=[O:7])=[N:16][CH:17]=1. The yield is 0.240. (2) The reactants are [CH3:1][C:2]1[C:3]([C:8]([NH2:10])=[O:9])=[N:4][CH:5]=[CH:6][CH:7]=1. The catalyst is C(O)(=O)C.O=[Pt]=O. The product is [CH3:1][CH:2]1[CH2:7][CH2:6][CH2:5][NH:4][CH:3]1[C:8]([NH2:10])=[O:9]. The yield is 0.860.